From a dataset of Catalyst prediction with 721,799 reactions and 888 catalyst types from USPTO. Predict which catalyst facilitates the given reaction. (1) Reactant: [H-].[Na+].[CH2:3]([OH:10])[C:4]1[CH:9]=[CH:8][CH:7]=[CH:6][CH:5]=1.[Br:11][C:12]1[CH:19]=[C:18](F)[C:15]([C:16]#[N:17])=[C:14]([F:21])[CH:13]=1.O. Product: [Br:11][C:12]1[CH:19]=[C:18]([O:10][CH2:3][C:4]2[CH:9]=[CH:8][CH:7]=[CH:6][CH:5]=2)[C:15]([C:16]#[N:17])=[C:14]([F:21])[CH:13]=1. The catalyst class is: 1. (2) Reactant: [C:1]([NH:4][C:5]1[CH:6]=[C:7]([N:20]2[CH2:25][CH2:24][N:23]([C:26]([O:28][C:29]([CH3:32])([CH3:31])[CH3:30])=[O:27])[CH2:22][CH2:21]2)[CH:8]=[CH:9][C:10]=1[S:11]([C:14]1[CH:19]=[CH:18][CH:17]=[CH:16][CH:15]=1)(=[O:13])=[O:12])(=O)[CH3:2]. Product: [CH2:1]([NH:4][C:5]1[CH:6]=[C:7]([N:20]2[CH2:21][CH2:22][N:23]([C:26]([O:28][C:29]([CH3:30])([CH3:32])[CH3:31])=[O:27])[CH2:24][CH2:25]2)[CH:8]=[CH:9][C:10]=1[S:11]([C:14]1[CH:15]=[CH:16][CH:17]=[CH:18][CH:19]=1)(=[O:13])=[O:12])[CH3:2]. The catalyst class is: 1. (3) Reactant: [CH2:1]([C:5]1[N:10]=[N:9][C:8]([O:11][CH:12]2[CH2:17][CH2:16][N:15]([CH3:18])[CH2:14][CH:13]2[CH2:19][OH:20])=[CH:7][C:6]=1[C:21]1[CH:26]=[CH:25][C:24]([O:27][CH:28]2[CH2:33][CH2:32][CH2:31][CH2:30][CH2:29]2)=[CH:23][CH:22]=1)[CH2:2][CH2:3][CH3:4].[ClH:34]. Product: [ClH:34].[ClH:34].[CH2:1]([C:5]1[N:10]=[N:9][C:8]([O:11][CH:12]2[CH2:17][CH2:16][N:15]([CH3:18])[CH2:14][CH:13]2[CH2:19][OH:20])=[CH:7][C:6]=1[C:21]1[CH:22]=[CH:23][C:24]([O:27][CH:28]2[CH2:33][CH2:32][CH2:31][CH2:30][CH2:29]2)=[CH:25][CH:26]=1)[CH2:2][CH2:3][CH3:4]. The catalyst class is: 12. (4) Reactant: [Cl:1][C:2]1[C:11]2[C:6](=[CH:7][C:8]([OH:12])=[CH:9][CH:10]=2)[CH:5]=[CH:4][N:3]=1.Cl[CH2:14][CH2:15][N:16]([CH3:18])[CH3:17].C(=O)([O-])[O-].[Cs+].[Cs+]. Product: [Cl:1][C:2]1[C:11]2[C:6](=[CH:7][C:8]([O:12][CH2:14][CH2:15][N:16]([CH3:18])[CH3:17])=[CH:9][CH:10]=2)[CH:5]=[CH:4][N:3]=1. The catalyst class is: 10. (5) Reactant: [CH3:1][C:2]1[C:6]([C:7]2[C:8](=[O:18])[NH:9][C:10](=[O:17])[N:11]([CH2:13][CH2:14][CH:15]=O)[CH:12]=2)=[CH:5][S:4][N:3]=1.[F:19][C:20]([F:34])([F:33])[C:21]1[CH:26]=[CH:25][C:24]([C@:27]23[CH2:32][C@H:31]2[CH2:30][NH:29][CH2:28]3)=[CH:23][CH:22]=1.C(O)(=O)C.C(O[BH-](OC(=O)C)OC(=O)C)(=O)C.[Na+].C([O-])(O)=O.[Na+]. Product: [CH3:1][C:2]1[C:6]([C:7]2[C:8](=[O:18])[NH:9][C:10](=[O:17])[N:11]([CH2:13][CH2:14][CH2:15][N:29]3[CH2:30][C@H:31]4[C@:27]([C:24]5[CH:23]=[CH:22][C:21]([C:20]([F:19])([F:34])[F:33])=[CH:26][CH:25]=5)([CH2:32]4)[CH2:28]3)[CH:12]=2)=[CH:5][S:4][N:3]=1. The catalyst class is: 26. (6) Reactant: C(O[C:4]([C:6]1[C:7]2[N:8]=[CH:9][CH:10]=[N:11][C:12]=2[C:13]([C:16]2[C:21]([F:22])=[C:20]([O:23][CH3:24])[CH:19]=[C:18]([O:25][CH3:26])[C:17]=2[Cl:27])=[CH:14][CH:15]=1)=[O:5])C.[NH2:28][C:29]1[N:34]=[CH:33][C:32]([CH2:35][N:36]2[CH2:41][CH2:40][NH:39][C:38](=[O:42])[CH2:37]2)=[CH:31][CH:30]=1.C[Al](C)C.C([O-])(O)=O.[Na+]. Product: [O:42]=[C:38]1[NH:39][CH2:40][CH2:41][N:36]([CH2:35][C:32]2[CH:31]=[CH:30][C:29]([NH:28][C:4]([C:6]3[C:7]4[N:8]=[CH:9][CH:10]=[N:11][C:12]=4[C:13]([C:16]4[C:21]([F:22])=[C:20]([O:23][CH3:24])[CH:19]=[C:18]([O:25][CH3:26])[C:17]=4[Cl:27])=[CH:14][CH:15]=3)=[O:5])=[N:34][CH:33]=2)[CH2:37]1. The catalyst class is: 512. (7) Reactant: [F:1][C:2]1[CH:3]=[C:4]([N:9]2[CH2:13][C@H:12]([CH2:14][N:15]3[CH:19]=[CH:18][N:17]=[N:16]3)[O:11][C:10]2=[O:20])[CH:5]=[CH:6][C:7]=1I.[N+:21]([C:24]1[N:25]=[C:26]2[N:31]([CH:32]=1)[CH2:30][C@H:29]([O:33][CH2:34][C:35]1[CH:40]=[CH:39][C:38](B3OC(C)(C)C(C)(C)O3)=[CH:37][N:36]=1)[CH2:28][O:27]2)([O-:23])=[O:22].C([O-])([O-])=O.[K+].[K+]. Product: [F:1][C:2]1[CH:3]=[C:4]([N:9]2[CH2:13][C@@H:12]([CH2:14][N:15]3[CH:19]=[CH:18][N:17]=[N:16]3)[O:11][C:10]2=[O:20])[CH:5]=[CH:6][C:7]=1[C:38]1[CH:37]=[N:36][C:35]([CH2:34][O:33][C@H:29]2[CH2:28][O:27][C:26]3=[N:25][C:24]([N+:21]([O-:23])=[O:22])=[CH:32][N:31]3[CH2:30]2)=[CH:40][CH:39]=1. The catalyst class is: 339. (8) Reactant: [Cl:1][C:2]1[CH:3]=[C:4]([C:9](=O)[C:10]#[C:11][C:12]([O:14][C:15]([CH3:18])([CH3:17])[CH3:16])=[O:13])[CH:5]=[CH:6][C:7]=1[Cl:8].[NH2:20][NH2:21]. Product: [Cl:1][C:2]1[CH:3]=[C:4]([C:9]2[CH:10]=[C:11]([C:12]([O:14][C:15]([CH3:18])([CH3:17])[CH3:16])=[O:13])[NH:21][N:20]=2)[CH:5]=[CH:6][C:7]=1[Cl:8]. The catalyst class is: 3. (9) Reactant: [CH:1]([S:4]([C:7]1[CH:12]=[CH:11][C:10]([C:13]2[N:14]=[CH:15][C:16]([NH2:19])=[N:17][CH:18]=2)=[CH:9][CH:8]=1)(=[O:6])=[O:5])([CH3:3])[CH3:2].[Br:20]N1C(=O)CCC1=O.O. Product: [Br:20][C:15]1[C:16]([NH2:19])=[N:17][CH:18]=[C:13]([C:10]2[CH:11]=[CH:12][C:7]([S:4]([CH:1]([CH3:3])[CH3:2])(=[O:5])=[O:6])=[CH:8][CH:9]=2)[N:14]=1. The catalyst class is: 3.